Predict the product of the given reaction. From a dataset of Forward reaction prediction with 1.9M reactions from USPTO patents (1976-2016). (1) Given the reactants Cl[C:2]1[C:3]([CH3:9])=[C:4]([CH:6]=[CH:7][CH:8]=1)[NH2:5].[C:10]([Cu])#[N:11].[OH-].[NH4+], predict the reaction product. The product is: [NH2:5][C:4]1[C:3]([CH3:9])=[C:2]([CH:8]=[CH:7][CH:6]=1)[C:10]#[N:11]. (2) Given the reactants Cl[C:2]1[C:7]([C:8]([NH2:10])=[O:9])=[CH:6][N:5]=[C:4](Cl)[CH:3]=1.[CH2:12]([O:19][C:20]1[CH:25]=[CH:24][C:23]([OH:26])=[CH:22][CH:21]=1)[C:13]1[CH:18]=[CH:17][CH:16]=[CH:15][CH:14]=1.C(O[C:32](=[O:39])[NH:33][C@H:34]1[CH2:38][CH2:37][NH:36][CH2:35]1)(C)(C)C.[C:40](O)(=O)[CH:41]=C, predict the reaction product. The product is: [C:32]([NH:33][C@H:34]1[CH2:38][CH2:37][N:36]([C:4]2[CH:3]=[C:2]([O:26][C:23]3[CH:22]=[CH:21][C:20]([O:19][CH2:12][C:13]4[CH:14]=[CH:15][CH:16]=[CH:17][CH:18]=4)=[CH:25][CH:24]=3)[C:7]([C:8]([NH2:10])=[O:9])=[CH:6][N:5]=2)[CH2:35]1)(=[O:39])[CH:40]=[CH2:41]. (3) Given the reactants [O:1]1[C:5]2[CH:6]=[CH:7][C:8]([C:10]3[S:11][CH:12]=[C:13]([C:15]([OH:17])=O)[N:14]=3)=[CH:9][C:4]=2[CH2:3][CH2:2]1.[CH2:18]([S:25][C:26]1[N:30]=[C:29]([NH2:31])[NH:28][N:27]=1)[C:19]1[CH:24]=[CH:23][CH:22]=[CH:21][CH:20]=1.F[P-](F)(F)(F)(F)F.N1(OC(N(C)C)=[N+](C)C)C2C=CC=CC=2N=N1, predict the reaction product. The product is: [CH2:18]([S:25][C:26]1[N:30]=[C:29]([NH:31][C:15]([C:13]2[N:14]=[C:10]([C:8]3[CH:7]=[CH:6][C:5]4[O:1][CH2:2][CH2:3][C:4]=4[CH:9]=3)[S:11][CH:12]=2)=[O:17])[NH:28][N:27]=1)[C:19]1[CH:20]=[CH:21][CH:22]=[CH:23][CH:24]=1. (4) Given the reactants Br[C:2]1[CH:7]=[CH:6][C:5](/[CH:8]=[CH:9]/[C:10]2[NH:11][CH:12]=[C:13]([C:15]3[CH:20]=[CH:19][C:18]([Cl:21])=[CH:17][C:16]=3[Cl:22])[N:14]=2)=[CH:4][CH:3]=1.B(O)O.[C:26](/[CH:29]=[CH:30]/[C:31]1[CH:36]=[CH:35][CH:34]=[CH:33][CH:32]=1)([OH:28])=[O:27], predict the reaction product. The product is: [Cl:22][C:16]1[CH:17]=[C:18]([Cl:21])[CH:19]=[CH:20][C:15]=1[C:13]1[N:14]=[C:10](/[CH:9]=[CH:8]/[C:5]2[CH:6]=[CH:7][C:2]([C:34]3[CH:35]=[CH:36][C:31]([CH:30]=[CH:29][C:26]([OH:28])=[O:27])=[CH:32][CH:33]=3)=[CH:3][CH:4]=2)[NH:11][CH:12]=1. (5) Given the reactants [C:1]1([CH2:7][CH2:8][CH2:9][CH2:10][C:11](Cl)=[O:12])[CH:6]=[CH:5][CH:4]=[CH:3][CH:2]=1.[NH2:14][C:15]1[CH:16]=[C:17]([C:21]2[S:25][C:24]([NH:26][C:27]3[CH:32]=[CH:31][C:30]([Cl:33])=[C:29]([Cl:34])[CH:28]=3)=[N:23][N:22]=2)[CH:18]=[CH:19][CH:20]=1.OS(O)(=O)=O.C(N(CC)CC)C, predict the reaction product. The product is: [Cl:34][C:29]1[CH:28]=[C:27]([NH:26][C:24]2[S:25][C:21]([C:17]3[CH:16]=[C:15]([NH:14][C:11](=[O:12])[CH2:10][CH2:9][CH2:8][CH2:7][C:1]4[CH:6]=[CH:5][CH:4]=[CH:3][CH:2]=4)[CH:20]=[CH:19][CH:18]=3)=[N:22][N:23]=2)[CH:32]=[CH:31][C:30]=1[Cl:33]. (6) Given the reactants Cl[C:2]1[CH:7]=[C:6]([O:8][CH2:9][CH2:10][C@H:11]([CH:13]2[CH2:18][CH2:17][N:16]([C:19]3[O:23][N:22]=[C:21]([CH:24]([CH3:26])[CH3:25])[N:20]=3)[CH2:15][CH2:14]2)[CH3:12])[N:5]=[CH:4][N:3]=1.[C:27]([O:31][C:32](=[O:46])[NH:33][C@@H:34]1[C@@H:38]([N:39]2[CH2:44][CH2:43][CH2:42][CH2:41][C:40]2=[O:45])[CH2:37][NH:36][CH2:35]1)([CH3:30])([CH3:29])[CH3:28].C(N(CC)CC)C, predict the reaction product. The product is: [C:27]([O:31][C:32](=[O:46])[NH:33][C@@H:34]1[C@@H:38]([N:39]2[CH2:44][CH2:43][CH2:42][CH2:41][C:40]2=[O:45])[CH2:37][N:36]([C:2]2[CH:7]=[C:6]([O:8][CH2:9][CH2:10][C@H:11]([CH:13]3[CH2:18][CH2:17][N:16]([C:19]4[O:23][N:22]=[C:21]([CH:24]([CH3:26])[CH3:25])[N:20]=4)[CH2:15][CH2:14]3)[CH3:12])[N:5]=[CH:4][N:3]=2)[CH2:35]1)([CH3:30])([CH3:28])[CH3:29]. (7) The product is: [F:8][C:4]1[CH:5]=[CH:6][CH:7]=[C:2]([F:1])[C:3]=1[CH2:9][C:10]1[O:12][N:26]=[C:20]([C:21]([O:23][CH2:24][CH3:25])=[O:22])[N:19]=1. Given the reactants [F:1][C:2]1[CH:7]=[CH:6][CH:5]=[C:4]([F:8])[C:3]=1[CH2:9][C:10]([OH:12])=O.C(Cl)(=O)C(Cl)=O.[NH2:19][C:20](=[N:26]O)[C:21]([O:23][CH2:24][CH3:25])=[O:22].C(N(CC)C(C)C)(C)C, predict the reaction product. (8) Given the reactants [F:1][C:2]1[CH:7]=[CH:6][C:5]([C:8]2[C:12]([CH2:13][O:14][C:15]3[CH:23]=[CH:22][C:18]([C:19]([OH:21])=O)=[CH:17][N:16]=3)=[C:11]([CH3:24])[O:10][N:9]=2)=[CH:4][CH:3]=1.F[B-](F)(F)F.N1(OC(N(C)C)=[N+](C)C)C2C=CC=CC=2N=N1.C(N(CC)C(C)C)(C)C.[F:56][C:57]([F:61])([F:60])[CH2:58][NH2:59], predict the reaction product. The product is: [F:1][C:2]1[CH:3]=[CH:4][C:5]([C:8]2[C:12]([CH2:13][O:14][C:15]3[CH:23]=[CH:22][C:18]([C:19]([NH:59][CH2:58][C:57]([F:61])([F:60])[F:56])=[O:21])=[CH:17][N:16]=3)=[C:11]([CH3:24])[O:10][N:9]=2)=[CH:6][CH:7]=1. (9) Given the reactants [C:1]([O:5][C:6]([N:8]1[CH2:12][CH:11]([O:13][C:14]2[CH:19]=[CH:18][CH:17]=[CH:16][CH:15]=2)[CH:10]2[N:20]([C:23](=[O:39])[CH:24]([NH:28]C(OCC3C=CC=CC=3)=O)[CH:25]([CH3:27])[CH3:26])[CH2:21][CH2:22][CH:9]12)=[O:7])([CH3:4])([CH3:3])[CH3:2], predict the reaction product. The product is: [C:1]([O:5][C:6]([N:8]1[CH2:12][CH:11]([O:13][C:14]2[CH:15]=[CH:16][CH:17]=[CH:18][CH:19]=2)[CH:10]2[N:20]([C:23](=[O:39])[CH:24]([NH2:28])[CH:25]([CH3:26])[CH3:27])[CH2:21][CH2:22][CH:9]12)=[O:7])([CH3:3])([CH3:2])[CH3:4].